Dataset: NCI-60 drug combinations with 297,098 pairs across 59 cell lines. Task: Regression. Given two drug SMILES strings and cell line genomic features, predict the synergy score measuring deviation from expected non-interaction effect. (1) Drug 1: CN(CCCl)CCCl.Cl. Drug 2: CC(C)NC(=O)C1=CC=C(C=C1)CNNC.Cl. Cell line: DU-145. Synergy scores: CSS=0.975, Synergy_ZIP=-4.60, Synergy_Bliss=-0.892, Synergy_Loewe=-16.8, Synergy_HSA=-5.99. (2) Drug 1: CS(=O)(=O)CCNCC1=CC=C(O1)C2=CC3=C(C=C2)N=CN=C3NC4=CC(=C(C=C4)OCC5=CC(=CC=C5)F)Cl. Drug 2: C1CN1C2=NC(=NC(=N2)N3CC3)N4CC4. Cell line: NCI-H226. Synergy scores: CSS=3.76, Synergy_ZIP=-0.799, Synergy_Bliss=-0.451, Synergy_Loewe=-4.66, Synergy_HSA=-3.32. (3) Drug 1: C1=NC2=C(N1)C(=S)N=C(N2)N. Drug 2: C1C(C(OC1N2C=NC(=NC2=O)N)CO)O. Cell line: 786-0. Synergy scores: CSS=37.6, Synergy_ZIP=-5.90, Synergy_Bliss=-4.05, Synergy_Loewe=-2.76, Synergy_HSA=-1.61. (4) Drug 1: CS(=O)(=O)C1=CC(=C(C=C1)C(=O)NC2=CC(=C(C=C2)Cl)C3=CC=CC=N3)Cl. Drug 2: CS(=O)(=O)CCNCC1=CC=C(O1)C2=CC3=C(C=C2)N=CN=C3NC4=CC(=C(C=C4)OCC5=CC(=CC=C5)F)Cl. Cell line: KM12. Synergy scores: CSS=15.6, Synergy_ZIP=-7.71, Synergy_Bliss=-6.49, Synergy_Loewe=-12.1, Synergy_HSA=-8.98. (5) Drug 1: C1=CC(=CC=C1CCC2=CNC3=C2C(=O)NC(=N3)N)C(=O)NC(CCC(=O)O)C(=O)O. Drug 2: CC1C(C(=O)NC(C(=O)N2CCCC2C(=O)N(CC(=O)N(C(C(=O)O1)C(C)C)C)C)C(C)C)NC(=O)C3=C4C(=C(C=C3)C)OC5=C(C(=O)C(=C(C5=N4)C(=O)NC6C(OC(=O)C(N(C(=O)CN(C(=O)C7CCCN7C(=O)C(NC6=O)C(C)C)C)C)C(C)C)C)N)C. Cell line: OVCAR-8. Synergy scores: CSS=20.7, Synergy_ZIP=-2.70, Synergy_Bliss=-5.46, Synergy_Loewe=-6.14, Synergy_HSA=-5.12. (6) Drug 1: C#CCC(CC1=CN=C2C(=N1)C(=NC(=N2)N)N)C3=CC=C(C=C3)C(=O)NC(CCC(=O)O)C(=O)O. Drug 2: CN(CC1=CN=C2C(=N1)C(=NC(=N2)N)N)C3=CC=C(C=C3)C(=O)NC(CCC(=O)O)C(=O)O. Cell line: NCIH23. Synergy scores: CSS=21.6, Synergy_ZIP=1.93, Synergy_Bliss=2.33, Synergy_Loewe=-0.689, Synergy_HSA=-0.200.